Regression. Given a peptide amino acid sequence and an MHC pseudo amino acid sequence, predict their binding affinity value. This is MHC class II binding data. From a dataset of Peptide-MHC class II binding affinity with 134,281 pairs from IEDB. (1) The peptide sequence is EWVAMTKGEGGV. The MHC is DRB1_1101 with pseudo-sequence DRB1_1101. The binding affinity (normalized) is 0.782. (2) The peptide sequence is GLRSDTTLLRALGAQ. The MHC is DRB1_0404 with pseudo-sequence DRB1_0404. The binding affinity (normalized) is 0.566. (3) The MHC is DRB1_1101 with pseudo-sequence DRB1_1101. The peptide sequence is TVQKGSDPKK. The binding affinity (normalized) is 0. (4) The MHC is HLA-DQA10501-DQB10302 with pseudo-sequence HLA-DQA10501-DQB10302. The binding affinity (normalized) is 0.455. The peptide sequence is KKLGMLLMTGGVTLVRK. (5) The peptide sequence is DDCVAIGTGSSNIVI. The MHC is DRB3_0202 with pseudo-sequence DRB3_0202. The binding affinity (normalized) is 0.199. (6) The peptide sequence is DKANLEIMTKR. The MHC is DRB1_0404 with pseudo-sequence DRB1_0404. The binding affinity (normalized) is 0. (7) The peptide sequence is EYRSTVNPWASQLG. The MHC is DRB5_0101 with pseudo-sequence DRB5_0101. The binding affinity (normalized) is 0.252.